Dataset: Full USPTO retrosynthesis dataset with 1.9M reactions from patents (1976-2016). Task: Predict the reactants needed to synthesize the given product. (1) Given the product [CH3:1][O:2][C:3](=[O:22])[C:4]([C:6]1[CH:7]=[CH:8][C:9]([C:12](=[O:20])[NH:13][CH:14]2[CH2:15][CH2:16][N:17]([CH2:29][C:28]3[CH:31]=[C:32]([O:35][CH2:36][CH3:37])[C:33]([F:34])=[C:26]([O:25][CH2:23][CH3:24])[CH:27]=3)[CH2:18][CH2:19]2)=[CH:10][CH:11]=1)([CH3:5])[CH3:21], predict the reactants needed to synthesize it. The reactants are: [CH3:1][O:2][C:3](=[O:22])[C:4]([CH3:21])([C:6]1[CH:11]=[CH:10][C:9]([C:12](=[O:20])[NH:13][CH:14]2[CH2:19][CH2:18][NH:17][CH2:16][CH2:15]2)=[CH:8][CH:7]=1)[CH3:5].[CH2:23]([O:25][C:26]1[CH:27]=[C:28]([CH:31]=[C:32]([O:35][CH2:36][CH3:37])[C:33]=1[F:34])[CH:29]=O)[CH3:24].C([BH3-])#N.[Na+].C(N(C(C)C)C(C)C)C. (2) Given the product [CH2:11]([O:10][C:9]([NH:8][C:7]1[C:2]2=[N:1][C:24]([C:22]([O:21][CH3:20])=[O:23])=[C:25]([OH:37])[C:26](=[O:28])[N:3]2[CH:4]=[CH:5][CH:6]=1)=[O:18])[C:12]1[CH:17]=[CH:16][CH:15]=[CH:14][CH:13]=1, predict the reactants needed to synthesize it. The reactants are: [NH2:1][C:2]1[C:7]([NH:8][C:9](=[O:18])[O:10][CH2:11][C:12]2[CH:17]=[CH:16][CH:15]=[CH:14][CH:13]=2)=[CH:6][CH:5]=[CH:4][N+:3]=1[O-].[CH3:20][O:21][C:22]([C:24]#[C:25][C:26]([O:28]C)=O)=[O:23].C1(C)C=CC(S(O)(=O)=[O:37])=CC=1. (3) Given the product [NH2:8][CH2:9][CH2:10][S:11][S:12][CH2:13][C:14]([NH:16][C:17]1[CH:18]=[CH:19][C:20]([OH:27])=[C:21]([CH:26]=1)[C:22]([O:24][CH3:25])=[O:23])=[O:15], predict the reactants needed to synthesize it. The reactants are: C(OC([NH:8][CH2:9][CH2:10][S:11][S:12][CH2:13][C:14]([NH:16][C:17]1[CH:18]=[CH:19][C:20]([OH:27])=[C:21]([CH:26]=1)[C:22]([O:24][CH3:25])=[O:23])=[O:15])=O)(C)(C)C.C(O)(C(F)(F)F)=O. (4) The reactants are: [Br:1][C:2]1[CH:3]=[CH:4][C:5]2[S:9](=[O:11])(=[O:10])[NH:8][CH:7]([C:12]([O:14]C)=[O:13])[C:6]=2[CH:16]=1.O[Li].O. Given the product [Br:1][C:2]1[CH:3]=[CH:4][C:5]2[S:9](=[O:11])(=[O:10])[NH:8][CH:7]([C:12]([OH:14])=[O:13])[C:6]=2[CH:16]=1, predict the reactants needed to synthesize it. (5) Given the product [CH2:1]([N:13]1[CH2:14][CH2:15][N:10]([C:20]([O:22][C:23]([CH3:24])([CH3:25])[CH3:26])=[O:21])[CH:11]([C:16]([O:18][CH3:19])=[O:17])[CH2:12]1)[CH2:2][CH2:3][CH2:4][CH2:5][CH2:6][CH2:7][CH3:8], predict the reactants needed to synthesize it. The reactants are: [CH:1](=O)[CH2:2][CH2:3][CH2:4][CH2:5][CH2:6][CH2:7][CH3:8].[N:10]1([C:20]([O:22][C:23]([CH3:26])([CH3:25])[CH3:24])=[O:21])[CH2:15][CH2:14][NH:13][CH2:12][CH:11]1[C:16]([O:18][CH3:19])=[O:17].CC(O)=O.[BH3-]C#N.[Na+]. (6) Given the product [CH3:21][C:3]1[C:4]([C:13]2[CH:14]=[CH:15][C:16](=[O:20])[N:17]([CH3:19])[CH:18]=2)=[N:5][N:6]([C:7]2[CH:8]=[CH:9][CH:10]=[CH:11][CH:12]=2)[C:2]=1[NH:1][C:25](=[O:26])[O:27][C:28]1[CH:33]=[CH:32][CH:31]=[CH:30][CH:29]=1, predict the reactants needed to synthesize it. The reactants are: [NH2:1][C:2]1[N:6]([C:7]2[CH:12]=[CH:11][CH:10]=[CH:9][CH:8]=2)[N:5]=[C:4]([C:13]2[CH:14]=[CH:15][C:16](=[O:20])[N:17]([CH3:19])[CH:18]=2)[C:3]=1[CH3:21].[OH-].[Na+].Cl[C:25]([O:27][C:28]1[CH:33]=[CH:32][CH:31]=[CH:30][CH:29]=1)=[O:26]. (7) Given the product [CH3:35][C@H:36]1[C@:42]2([OH:56])[C@H:43]3[C@:48]([OH:54])([CH2:49][C:2]([CH2:1][OH:4])=[CH:51][C@H:41]2[C@@H:40]2[C:57]([CH3:58])([CH3:59])[C@:38]2([OH:39])[C@@H:37]1[OH:7])[C:46](=[O:47])[C:45]([CH3:55])=[CH:44]3, predict the reactants needed to synthesize it. The reactants are: [C:1]([O-:4])(=O)[CH3:2].C([O-])(=[O:7])C.C([O-])(=O)C.C([O-])(=O)C.[Pb+4].C1(CC(O)=O)C=CC=CC=1.N1CC=CN1.N=N.[CH3:35][C@H:36]1[C@:42]2([OH:56])[CH:43]3[C@:48]([OH:54])([CH2:49]C(CO)=[CH:51][C@H:41]2[C@H:40]([C:57]([CH3:59])=[CH2:58])[C:38](=[O:39])[CH2:37]1)[C:46](=[O:47])[C:45]([CH3:55])=[CH:44]3.